From a dataset of CYP2C9 inhibition data for predicting drug metabolism from PubChem BioAssay. Regression/Classification. Given a drug SMILES string, predict its absorption, distribution, metabolism, or excretion properties. Task type varies by dataset: regression for continuous measurements (e.g., permeability, clearance, half-life) or binary classification for categorical outcomes (e.g., BBB penetration, CYP inhibition). Dataset: cyp2c9_veith. (1) The molecule is O=C(CCN1CC2CCC(CC2)C1)c1cccs1. The result is 0 (non-inhibitor). (2) The result is 0 (non-inhibitor). The compound is O=C(O)CC/C=C\CC[C@@H]1[C@@H](OCc2ccc(-c3ccccc3)cc2)C[C@H](O)[C@@H]1N1CCCCC1. (3) The compound is O=c1c(-c2ccc(F)c(F)c2)nc2cncnc2n1Cc1ccccc1. The result is 1 (inhibitor). (4) The drug is C[C@]12CN(CC[N+](C)(C)C)C[C@]1(C)[C@@H]1CC[C@@H]2O1. The result is 0 (non-inhibitor). (5) The drug is CCOC(=O)c1c(C)oc2c1c(C=NC1CCS(=O)(=O)C1)c(O)c1ccccc12. The result is 0 (non-inhibitor). (6) The result is 1 (inhibitor). The compound is COc1ccccc1CNC(=O)c1cc2c(C)nn(Cc3ccc(F)cc3)c2s1. (7) The molecule is CCCCCCCCCCCC(=O)O[C@H](CC(=O)O)C[N+](C)(C)C. The result is 0 (non-inhibitor). (8) The compound is CCn1c(SCc2ccc(C)cc2)nnc1-c1nn(-c2ccccc2)ccc1=O. The result is 0 (non-inhibitor).